The task is: Predict the reaction yield, written as a fraction of the theoretical maximum amount of product (1.0 means a 100% yield; for example, 0.34 means a 34% yield).. This data is from Reaction yield outcomes from USPTO patents with 853,638 reactions. (1) The reactants are Cl[C:2]1[CH:7]=[CH:6][C:5]([N+:8]([O-:10])=[O:9])=[CH:4][C:3]=1[NH:11][CH:12]1[CH2:17][CH2:16][N:15]([C:18]([O:20][C:21]([CH3:24])([CH3:23])[CH3:22])=[O:19])[CH2:14][CH2:13]1.C(=O)([O-])[O-].[K+].[K+].[SH:31][CH2:32][CH2:33][OH:34]. The catalyst is CN(C=O)C.C(OCC)(=O)C. The product is [OH:34][CH2:33][CH2:32][S:31][C:2]1[CH:7]=[CH:6][C:5]([N+:8]([O-:10])=[O:9])=[CH:4][C:3]=1[NH:11][CH:12]1[CH2:17][CH2:16][N:15]([C:18]([O:20][C:21]([CH3:24])([CH3:23])[CH3:22])=[O:19])[CH2:14][CH2:13]1. The yield is 0.860. (2) The reactants are [Cl:1][C:2]1[CH:3]=[C:4]([NH:9][C:10]2[C:19]3[C:14](=[CH:15][CH:16]=[C:17]([C:20]4[O:21][C:22]([CH:25]=O)=[CH:23][CH:24]=4)[CH:18]=3)[N:13]=[CH:12][N:11]=2)[CH:5]=[CH:6][C:7]=1[F:8].[CH2:27]([NH2:31])/[CH:28]=[CH:29]/[CH3:30].C(O[BH-](OC(=O)C)OC(=O)C)(=O)C.[Na+]. The catalyst is O1CCCC1.CN(C=O)C. The product is [Cl:1][C:2]1[CH:3]=[C:4]([NH:9][C:10]2[C:19]3[C:14](=[CH:15][CH:16]=[C:17]([C:20]4[O:21][C:22]([CH2:25][NH:31][CH2:27][CH:28]=[CH:29][CH3:30])=[CH:23][CH:24]=4)[CH:18]=3)[N:13]=[CH:12][N:11]=2)[CH:5]=[CH:6][C:7]=1[F:8]. The yield is 0.615. (3) The reactants are Cl[C:2]1[N:3]=[C:4]([CH3:15])[C:5]([C:8]([O:10][C:11]([CH3:14])([CH3:13])[CH3:12])=[O:9])=[N:6][CH:7]=1.[O:16]1[CH:20]=[CH:19][N:18]=[C:17]1[CH2:21][OH:22].C(=O)([O-])[O-].[K+].[K+]. The catalyst is CN(C=O)C. The product is [CH3:15][C:4]1[C:5]([C:8]([O:10][C:11]([CH3:14])([CH3:13])[CH3:12])=[O:9])=[N:6][CH:7]=[C:2]([O:22][CH2:21][C:17]2[O:16][CH:20]=[CH:19][N:18]=2)[N:3]=1. The yield is 0.860. (4) The product is [CH3:7][C:5]1[CH:6]=[C:2]2[N:1]=[C:14]([CH3:16])[C:13]([C:11]([OH:12])=[O:10])=[C:17]([CH3:19])[N:3]2[N:4]=1. The catalyst is C(O)(=O)C. The reactants are [NH2:1][C:2]1[CH:6]=[C:5]([CH3:7])[NH:4][N:3]=1.CC[O:10][C:11]([CH:13]([C:17]([CH3:19])=O)[C:14]([CH3:16])=O)=[O:12]. The yield is 0.800. (5) The reactants are [OH:1][C@@H:2]([CH2:6][C:7]1[CH:12]=[CH:11][CH:10]=[CH:9][CH:8]=1)[C:3]([OH:5])=[O:4].CO[C:15](OC)([CH3:17])[CH3:16]. The catalyst is C(Cl)(Cl)Cl. The product is [CH2:6]([C@@H:2]1[O:1][C:15]([CH3:17])([CH3:16])[O:4][C:3]1=[O:5])[C:7]1[CH:12]=[CH:11][CH:10]=[CH:9][CH:8]=1. The yield is 0.970. (6) The reactants are Br[C:2]1[CH:25]=[CH:24][C:5]2[C:6]3[N:10]=[CH:9][N:8]([C:11]4[CH:16]=[CH:15][C:14]([O:17][C:18]([F:21])([F:20])[F:19])=[CH:13][CH:12]=4)[C:7]=3[CH:22]=[CH:23][C:4]=2[CH:3]=1.[CH2:26]([Sn](CCCC)(CCCC)C=C)[CH2:27]CC. The catalyst is C1(C)C=CC=CC=1.C1C=CC(P(C2C=CC=CC=2)[C-]2C=CC=C2)=CC=1.C1C=CC(P(C2C=CC=CC=2)[C-]2C=CC=C2)=CC=1.[Cl-].[Cl-].[Fe+2].[Pd+2]. The product is [F:19][C:18]([F:21])([F:20])[O:17][C:14]1[CH:13]=[CH:12][C:11]([N:8]2[C:7]3[CH:22]=[CH:23][C:4]4[CH:3]=[C:2]([CH:26]=[CH2:27])[CH:25]=[CH:24][C:5]=4[C:6]=3[N:10]=[CH:9]2)=[CH:16][CH:15]=1. The yield is 0.770. (7) The reactants are Cl.[C:2](Cl)(=[O:9])[C:3]1[CH:8]=[CH:7][CH:6]=[N:5][CH:4]=1.C(N(CC)CC)C.ClCCl.[N:21]1([C:27]2[CH:33]=[CH:32][C:31]([C:34]([F:37])([F:36])[F:35])=[CH:30][C:28]=2[NH2:29])[CH2:26][CH2:25][CH2:24][CH2:23][CH2:22]1. The catalyst is O. The product is [N:21]1([C:27]2[CH:33]=[CH:32][C:31]([C:34]([F:36])([F:37])[F:35])=[CH:30][C:28]=2[NH:29][C:2](=[O:9])[C:3]2[CH:8]=[CH:7][CH:6]=[N:5][CH:4]=2)[CH2:22][CH2:23][CH2:24][CH2:25][CH2:26]1. The yield is 0.453.